From a dataset of Reaction yield outcomes from USPTO patents with 853,638 reactions. Predict the reaction yield, written as a fraction of the theoretical maximum amount of product (1.0 means a 100% yield; for example, 0.34 means a 34% yield). (1) The reactants are [Br:1][C:2]1[CH:27]=[N:26][C:5]2[N:6]=[C:7]([N:13]3[CH2:16][CH:15]([N:17](C)[C:18](=O)OC(C)(C)C)[CH2:14]3)[C:8]3[N:9]([CH2:10][CH2:11][N:12]=3)[C:4]=2[CH:3]=1.C(O)(C(F)(F)F)=O. The catalyst is C(Cl)Cl. The product is [Br:1][C:2]1[CH:27]=[N:26][C:5]2[N:6]=[C:7]([N:13]3[CH2:16][CH:15]([NH:17][CH3:18])[CH2:14]3)[C:8]3[N:9]([CH2:10][CH2:11][N:12]=3)[C:4]=2[CH:3]=1. The yield is 0.560. (2) The reactants are Cl[C:2]1[CH:7]=[CH:6][CH:5]=[CH:4][N+:3]=1[O-:8].[NH2:9][CH2:10][CH2:11][CH2:12][OH:13].C([O-])(O)=O.[Na+].C(O)(CC)(C)C. The catalyst is CO.C(Cl)(Cl)Cl. The product is [OH:13][CH2:12][CH2:11][CH2:10][NH:9][C:2]1[CH:7]=[CH:6][CH:5]=[CH:4][N+:3]=1[O-:8]. The yield is 0.930. (3) The reactants are [Cl:1][C:2]1[CH:7]=[CH:6][C:5]([C:8]2[C:17]3[C:12](=[CH:13][CH:14]=[C:15]([C:18](O)=[O:19])[CH:16]=3)[CH:11]=[N:10][CH:9]=2)=[CH:4][CH:3]=1.F[B-](F)(F)F.N1(OC(N(C)C)=[N+](C)C)C2C=CC=CC=2N=N1.C(N(CC)C(C)C)(C)C.[C:52]([NH2:56])([CH3:55])([CH3:54])[CH3:53]. The catalyst is CN(C)C=O. The product is [C:52]([NH:56][C:18]([C:15]1[CH:16]=[C:17]2[C:12](=[CH:13][CH:14]=1)[CH:11]=[N:10][CH:9]=[C:8]2[C:5]1[CH:6]=[CH:7][C:2]([Cl:1])=[CH:3][CH:4]=1)=[O:19])([CH3:55])([CH3:54])[CH3:53]. The yield is 0.370. (4) The reactants are [OH:1][C:2]1[CH:3]=[CH:4][C:5]([C:8]([O:10][CH3:11])=[O:9])=[N:6][CH:7]=1.C(=O)([O-])[O-].[K+].[K+].Cl[CH2:19][C:20]1[C:21]([CH3:26])=[N:22][O:23][C:24]=1[CH3:25]. The catalyst is CN(C)C=O. The product is [CH3:26][C:21]1[C:20]([CH2:19][O:1][C:2]2[CH:3]=[CH:4][C:5]([C:8]([O:10][CH3:11])=[O:9])=[N:6][CH:7]=2)=[C:24]([CH3:25])[O:23][N:22]=1. The yield is 0.765. (5) The reactants are [F:1][C:2]1[C:11]2[NH:10][C:9](=[O:12])[C:8]3[S:13][CH:14]=[CH:15][C:7]=3[C:6]=2[C:5]([C:16]2[CH:30]=[CH:29][C:19]([CH2:20][NH:21]C(=O)OC(C)(C)C)=[CH:18][CH:17]=2)=[C:4]([O:31][CH3:32])[CH:3]=1.[ClH:33]. No catalyst specified. The product is [ClH:33].[NH2:21][CH2:20][C:19]1[CH:29]=[CH:30][C:16]([C:5]2[C:6]3[C:7]4[CH:15]=[CH:14][S:13][C:8]=4[C:9](=[O:12])[NH:10][C:11]=3[C:2]([F:1])=[CH:3][C:4]=2[O:31][CH3:32])=[CH:17][CH:18]=1. The yield is 0.900.